Dataset: NCI-60 drug combinations with 297,098 pairs across 59 cell lines. Task: Regression. Given two drug SMILES strings and cell line genomic features, predict the synergy score measuring deviation from expected non-interaction effect. (1) Drug 1: CC1C(C(CC(O1)OC2CC(CC3=C2C(=C4C(=C3O)C(=O)C5=C(C4=O)C(=CC=C5)OC)O)(C(=O)C)O)N)O.Cl. Drug 2: C1C(C(OC1N2C=NC3=C(N=C(N=C32)Cl)N)CO)O. Cell line: SNB-19. Synergy scores: CSS=12.1, Synergy_ZIP=-9.36, Synergy_Bliss=-4.71, Synergy_Loewe=-12.1, Synergy_HSA=-4.03. (2) Drug 1: C1CN1P(=S)(N2CC2)N3CC3. Drug 2: CN(C(=O)NC(C=O)C(C(C(CO)O)O)O)N=O. Cell line: CAKI-1. Synergy scores: CSS=16.8, Synergy_ZIP=-5.52, Synergy_Bliss=-1.63, Synergy_Loewe=-32.1, Synergy_HSA=-1.23. (3) Drug 1: CCC1(CC2CC(C3=C(CCN(C2)C1)C4=CC=CC=C4N3)(C5=C(C=C6C(=C5)C78CCN9C7C(C=CC9)(C(C(C8N6C)(C(=O)OC)O)OC(=O)C)CC)OC)C(=O)OC)O.OS(=O)(=O)O. Drug 2: C1=NC(=NC(=O)N1C2C(C(C(O2)CO)O)O)N. Cell line: K-562. Synergy scores: CSS=29.3, Synergy_ZIP=-6.64, Synergy_Bliss=-5.27, Synergy_Loewe=-4.79, Synergy_HSA=-4.03. (4) Drug 1: CC1=C(C=C(C=C1)NC2=NC=CC(=N2)N(C)C3=CC4=NN(C(=C4C=C3)C)C)S(=O)(=O)N.Cl. Drug 2: C1CC(C1)(C(=O)O)C(=O)O.[NH2-].[NH2-].[Pt+2]. Cell line: SK-OV-3. Synergy scores: CSS=20.2, Synergy_ZIP=0.391, Synergy_Bliss=5.68, Synergy_Loewe=4.25, Synergy_HSA=4.00. (5) Drug 1: C1C(C(OC1N2C=NC3=C(N=C(N=C32)Cl)N)CO)O. Drug 2: C1C(C(OC1N2C=NC3=C2NC=NCC3O)CO)O. Cell line: TK-10. Synergy scores: CSS=-0.0485, Synergy_ZIP=0.719, Synergy_Bliss=-0.151, Synergy_Loewe=0.125, Synergy_HSA=-1.74. (6) Drug 2: N.N.Cl[Pt+2]Cl. Synergy scores: CSS=30.3, Synergy_ZIP=3.40, Synergy_Bliss=3.88, Synergy_Loewe=-24.8, Synergy_HSA=2.60. Cell line: NCI-H226. Drug 1: CC1=C2C(C(=O)C3(C(CC4C(C3C(C(C2(C)C)(CC1OC(=O)C(C(C5=CC=CC=C5)NC(=O)OC(C)(C)C)O)O)OC(=O)C6=CC=CC=C6)(CO4)OC(=O)C)OC)C)OC.